This data is from Catalyst prediction with 721,799 reactions and 888 catalyst types from USPTO. The task is: Predict which catalyst facilitates the given reaction. (1) Reactant: C(OC(=O)[NH:7][C:8]([C:11](=[O:13])[NH2:12])([CH3:10])[CH3:9])(C)(C)C.[F:15][C:16]([F:21])([F:20])[C:17]([OH:19])=[O:18]. Product: [F:15][C:16]([F:21])([F:20])[C:17]([OH:19])=[O:18].[NH2:7][C:8]([CH3:10])([CH3:9])[C:11]([NH2:12])=[O:13]. The catalyst class is: 4. (2) Reactant: Br[C:2]1[CH:3]=[CH:4][C:5]([C:8]([O:10][CH3:11])=[O:9])=[N:6][CH:7]=1.[Cu](C#N)[C:13]#[N:14]. Product: [C:13]([C:2]1[CH:3]=[CH:4][C:5]([C:8]([O:10][CH3:11])=[O:9])=[N:6][CH:7]=1)#[N:14]. The catalyst class is: 264.